Dataset: NCI-60 drug combinations with 297,098 pairs across 59 cell lines. Task: Regression. Given two drug SMILES strings and cell line genomic features, predict the synergy score measuring deviation from expected non-interaction effect. (1) Drug 1: CNC(=O)C1=CC=CC=C1SC2=CC3=C(C=C2)C(=NN3)C=CC4=CC=CC=N4. Drug 2: COC1=C2C(=CC3=C1OC=C3)C=CC(=O)O2. Cell line: NCI-H226. Synergy scores: CSS=-1.87, Synergy_ZIP=2.77, Synergy_Bliss=1.72, Synergy_Loewe=-6.56, Synergy_HSA=-2.34. (2) Drug 1: C1CCN(CC1)CCOC2=CC=C(C=C2)C(=O)C3=C(SC4=C3C=CC(=C4)O)C5=CC=C(C=C5)O. Drug 2: CC(C)(C#N)C1=CC(=CC(=C1)CN2C=NC=N2)C(C)(C)C#N. Cell line: HCT116. Synergy scores: CSS=2.21, Synergy_ZIP=3.95, Synergy_Bliss=4.67, Synergy_Loewe=-2.08, Synergy_HSA=-1.01.